Task: Predict which catalyst facilitates the given reaction.. Dataset: Catalyst prediction with 721,799 reactions and 888 catalyst types from USPTO Reactant: [NH2:1][C:2]([C:6]1[O:7][CH:8]=[CH:9][CH:10]=1)=[CH:3][C:4]#[N:5].[O-]CC.[Na+].[NH2:15][C:16](N)=[S:17].Cl. Product: [NH2:5][C:4]1[CH:3]=[C:2]([C:6]2[O:7][CH:8]=[CH:9][CH:10]=2)[N:1]=[C:16]([SH:17])[N:15]=1. The catalyst class is: 40.